This data is from Catalyst prediction with 721,799 reactions and 888 catalyst types from USPTO. The task is: Predict which catalyst facilitates the given reaction. Reactant: [C:1]([N:9]1[CH2:22][CH2:21][C:20]2[C:19]3[CH:18]=[C:17]([OH:23])[CH:16]=[CH:15][C:14]=3[NH:13][C:12]=2[CH2:11][CH2:10]1)(=[O:8])[C:2]1[CH:7]=[CH:6][CH:5]=[CH:4][CH:3]=1.[CH3:24][C:25]([CH3:29])=[CH:26][CH:27]=O.C1(B(O)O)C=CC=CC=1.C(O)(=O)C. Product: [C:1]([N:9]1[CH2:22][CH2:21][C:20]2[C:19]3[C:14](=[CH:15][CH:16]=[C:17]4[O:23][C:25]([CH3:29])([CH3:24])[CH:26]=[CH:27][C:18]4=3)[NH:13][C:12]=2[CH2:11][CH2:10]1)(=[O:8])[C:2]1[CH:7]=[CH:6][CH:5]=[CH:4][CH:3]=1. The catalyst class is: 11.